This data is from Full USPTO retrosynthesis dataset with 1.9M reactions from patents (1976-2016). The task is: Predict the reactants needed to synthesize the given product. (1) Given the product [Cl:33][C:30]1[CH:29]=[CH:28][C:27]([C:23]2[CH:24]=[CH:25][CH:26]=[C:21]([CH2:20][O:16][C:13]3[CH:12]=[CH:11][C:10]([CH2:9][CH2:8][CH2:7][CH2:6][N:1]4[CH:5]=[CH:4][N:3]=[N:2]4)=[CH:15][CH:14]=3)[N:22]=2)=[CH:32][CH:31]=1, predict the reactants needed to synthesize it. The reactants are: [N:1]1([CH2:6][CH2:7][CH2:8][CH2:9][C:10]2[CH:15]=[CH:14][C:13]([OH:16])=[CH:12][CH:11]=2)[CH:5]=[CH:4][N:3]=[N:2]1.[H-].[Na+].Cl[CH2:20][C:21]1[CH:26]=[CH:25][CH:24]=[C:23]([C:27]2[CH:32]=[CH:31][C:30]([Cl:33])=[CH:29][CH:28]=2)[N:22]=1.O. (2) Given the product [OH:18][C:19]1[CH:20]=[C:21]([C:25]2[N:33]=[C:32]3[C:28]([NH:29][C:30](=[O:41])[N:31]3[CH2:34][CH:35]3[CH2:36][CH2:37][O:38][CH2:39][CH2:40]3)=[C:27]([C:42]([NH2:46])=[O:43])[N:26]=2)[CH:22]=[CH:23][CH:24]=1, predict the reactants needed to synthesize it. The reactants are: [Si]([O:18][C:19]1[CH:20]=[C:21]([C:25]2[N:33]=[C:32]3[C:28]([NH:29][C:30](=[O:41])[N:31]3[CH2:34][CH:35]3[CH2:40][CH2:39][O:38][CH2:37][CH2:36]3)=[C:27]([C:42](OC)=[O:43])[N:26]=2)[CH:22]=[CH:23][CH:24]=1)(C(C)(C)C)(C1C=CC=CC=1)C1C=CC=CC=1.[NH2:46]C1C(C(OC)=O)=NC(C2C=CC=C(O[Si](C(C)(C)C)(C3C=CC=CC=3)C3C=CC=CC=3)C=2)=NC=1NCC1CCOCC1. (3) Given the product [Cl:10][C:11]1[N:12]=[C:13]([NH:7][C:5]2[N:4]=[CH:3][N:2]([CH3:1])[CH:6]=2)[C:14]2[CH:20]=[CH:19][C:18]([C:21]([F:23])([F:24])[F:22])=[N:17][C:15]=2[N:16]=1, predict the reactants needed to synthesize it. The reactants are: [CH3:1][N:2]1[CH:6]=[C:5]([N+:7]([O-])=O)[N:4]=[CH:3]1.[Cl:10][C:11]1[N:12]=[C:13](Cl)[C:14]2[CH:20]=[CH:19][C:18]([C:21]([F:24])([F:23])[F:22])=[N:17][C:15]=2[N:16]=1. (4) Given the product [Cl:1][C:2]1[CH:27]=[C:26]([Cl:28])[CH:25]=[CH:24][C:3]=1[O:4][C:5]1[CH:10]=[CH:9][CH:8]=[CH:7][C:6]=1[NH:11][S:12]([C:15]1[CH:23]=[CH:22][C:18]([C:19]([N:33]([CH2:32][CH2:31][N:30]([CH3:35])[CH3:29])[CH3:34])=[O:21])=[CH:17][CH:16]=1)(=[O:13])=[O:14], predict the reactants needed to synthesize it. The reactants are: [Cl:1][C:2]1[CH:27]=[C:26]([Cl:28])[CH:25]=[CH:24][C:3]=1[O:4][C:5]1[CH:10]=[CH:9][CH:8]=[CH:7][C:6]=1[NH:11][S:12]([C:15]1[CH:23]=[CH:22][C:18]([C:19]([OH:21])=O)=[CH:17][CH:16]=1)(=[O:14])=[O:13].[CH3:29][N:30]([CH3:35])[CH2:31][CH2:32][NH:33][CH3:34]. (5) Given the product [Cl:13][C:14]1[CH:15]=[C:16]([C:21](=[CH2:3])[C:22]([O:24][CH2:25][CH3:26])=[O:23])[CH:17]=[CH:18][C:19]=1[Cl:20], predict the reactants needed to synthesize it. The reactants are: [H-].[Na+].[C:3](OCC)(=O)C(OCC)=O.[Cl:13][C:14]1[CH:15]=[C:16]([CH2:21][C:22]([O:24][CH2:25][CH3:26])=[O:23])[CH:17]=[CH:18][C:19]=1[Cl:20].C=O.C(=O)([O-])[O-].[K+].[K+]. (6) The reactants are: [CH2:1]([NH:3][C:4]1[CH:9]=[C:8]([O:10][CH3:11])[CH:7]=[CH:6][C:5]=1[CH:12]1[CH2:21][CH2:20][C:19]2[CH:18]=[C:17]([O:22][C:23](=[O:28])[C:24]([CH3:27])([CH3:26])[CH3:25])[CH:16]=[CH:15][C:14]=2[CH2:13]1)[CH3:2].[CH:29]([C:31]1[CH:49]=[CH:48][C:34]([O:35][CH2:36][C:37]([NH:40][C:41](=[O:47])[O:42][C:43]([CH3:46])([CH3:45])[CH3:44])([CH3:39])[CH3:38])=[CH:33][CH:32]=1)=O. Given the product [C:43]([O:42][C:41]([NH:40][C:37]([CH3:39])([CH3:38])[CH2:36][O:35][C:34]1[CH:33]=[CH:32][C:31]([CH2:29][CH2:2][CH2:1][NH:3][C:4]2[CH:9]=[C:8]([O:10][CH3:11])[CH:7]=[CH:6][C:5]=2[CH:12]2[CH2:21][CH2:20][C:19]3[CH:18]=[C:17]([O:22][C:23](=[O:28])[C:24]([CH3:27])([CH3:26])[CH3:25])[CH:16]=[CH:15][C:14]=3[CH2:13]2)=[CH:49][CH:48]=1)=[O:47])([CH3:46])([CH3:44])[CH3:45], predict the reactants needed to synthesize it. (7) Given the product [CH3:1][N:2]([C@H:22]1[C:31]2[C:26](=[CH:27][CH:28]=[CH:29][CH:30]=2)[CH2:25][CH2:24][CH2:23]1)[C:3]([C@@H:5]1[CH2:14][C:13]2[C:8](=[CH:9][CH:10]=[CH:11][CH:12]=2)[CH2:7][NH:6]1)=[O:4], predict the reactants needed to synthesize it. The reactants are: [CH3:1][N:2]([C@H:22]1[C:31]2[C:26](=[CH:27][CH:28]=[CH:29][CH:30]=2)[CH2:25][CH2:24][CH2:23]1)[C:3]([C@@H:5]1[CH2:14][C:13]2[C:8](=[CH:9][CH:10]=[CH:11][CH:12]=2)[CH2:7][N:6]1C(OC(C)(C)C)=O)=[O:4].Cl.O1CCOCC1.